Dataset: Forward reaction prediction with 1.9M reactions from USPTO patents (1976-2016). Task: Predict the product of the given reaction. (1) Given the reactants C(OC1C=CC(N2CCN(CCCC3CCCCC3)CC2)=CC=1[Cl:30])C1C=CC=CC=1.C([O:38][C:39]1[CH:44]=[CH:43][C:42]([N:45]2[CH2:50][CH2:49][N:48]([CH2:51][CH2:52][CH2:53][CH:54]3[CH2:58][CH2:57][CH2:56][CH2:55]3)[CH2:47][CH2:46]2)=[CH:41][C:40]=1[F:59])C1C=CC=CC=1, predict the reaction product. The product is: [ClH:30].[CH:54]1([CH2:53][CH2:52][CH2:51][N:48]2[CH2:47][CH2:46][N:45]([C:42]3[CH:43]=[CH:44][C:39]([OH:38])=[C:40]([F:59])[CH:41]=3)[CH2:50][CH2:49]2)[CH2:58][CH2:57][CH2:56][CH2:55]1. (2) Given the reactants [C:1]1(P(C2C=CC=CC=2)C2C=CC=CC=2)[CH:6]=CC=C[CH:2]=1.CC(OC(/N=N/C(OC(C)C)=O)=O)C.[C:34]([O:38][C:39]([NH:41][C:42]([CH3:47])([CH3:46])[C:43]([OH:45])=[O:44])=[O:40])([CH3:37])([CH3:36])[CH3:35].C(O)(C)C, predict the reaction product. The product is: [C:34]([O:38][C:39]([NH:41][C:42]([CH3:47])([CH3:46])[C:43]([O:45][CH:1]([CH3:6])[CH3:2])=[O:44])=[O:40])([CH3:37])([CH3:35])[CH3:36]. (3) Given the reactants S(O[CH2:12][C@H:13]1[O:18][CH2:17][CH2:16][N:15]([C:19]([O:21][C:22]([CH3:25])([CH3:24])[CH3:23])=[O:20])[CH2:14]1)(C1C=CC(C)=CC=1)(=O)=O.[N-:26]=[N+:27]=[N-:28].[Na+].[Na+].[I-], predict the reaction product. The product is: [N:26]([CH2:12][C@H:13]1[O:18][CH2:17][CH2:16][N:15]([C:19]([O:21][C:22]([CH3:25])([CH3:24])[CH3:23])=[O:20])[CH2:14]1)=[N+:27]=[N-:28]. (4) The product is: [CH3:13][O:3][CH2:4][C:5]1[S:6][CH:7]=[C:8]([C:10]([OH:12])=[O:11])[N:9]=1. Given the reactants [H-].[Na+].[OH:3][CH2:4][C:5]1[S:6][CH:7]=[C:8]([C:10]([OH:12])=[O:11])[N:9]=1.[CH3:13]I.[OH-].[Na+].Cl, predict the reaction product. (5) The product is: [CH3:1][N:2]1[CH:6]=[CH:5][N:4]=[C:3]1[CH:7]([NH:9][C:10]([C:12]1[C:20]2[C:15](=[N:16][CH:17]=[C:18]([C:21]3[C:29]4[C:24](=[CH:25][C:26]([Cl:30])=[CH:27][CH:28]=4)[N:23]([CH3:31])[N:22]=3)[N:19]=2)[NH:14][CH:13]=1)=[O:11])[CH3:8]. Given the reactants [CH3:1][N:2]1[CH:6]=[CH:5][N:4]=[C:3]1[CH:7]([NH:9][C:10]([C:12]1[C:20]2[C:15](=[N:16][CH:17]=[C:18]([C:21]3[C:29]4[C:24](=[CH:25][C:26]([Cl:30])=[CH:27][CH:28]=4)[N:23]([CH3:31])[N:22]=3)[N:19]=2)[N:14](COCC[Si](C)(C)C)[CH:13]=1)=[O:11])[CH3:8].C(Cl)Cl.C(N)CN, predict the reaction product. (6) Given the reactants [Li]CCCC.CCCCCC.[CH3:12][O:13][C:14](=[O:18])[CH:15]([CH3:17])[CH3:16].I[CH2:20][CH2:21][CH2:22][CH2:23][CH2:24][CH2:25][C:26]1[CH:31]=[CH:30][CH:29]=[CH:28][CH:27]=1, predict the reaction product. The product is: [CH3:12][O:13][C:14](=[O:18])[C:15]([CH3:17])([CH3:16])[CH2:20][CH2:21][CH2:22][CH2:23][CH2:24][CH2:25][C:26]1[CH:31]=[CH:30][CH:29]=[CH:28][CH:27]=1. (7) Given the reactants Cl[C:2]1[N:7]=[C:6]([CH:8]([F:10])[F:9])[CH:5]=[C:4]([C:11]2[CH:16]=[CH:15][C:14]([C:17]([F:20])([F:19])[F:18])=[CH:13][CH:12]=2)[N:3]=1.[Br:21][C:22]1[CH:23]=[C:24](B(O)O)[CH:25]=[CH:26][CH:27]=1, predict the reaction product. The product is: [Br:21][C:22]1[CH:27]=[C:26]([C:2]2[N:7]=[C:6]([CH:8]([F:10])[F:9])[CH:5]=[C:4]([C:11]3[CH:16]=[CH:15][C:14]([C:17]([F:20])([F:19])[F:18])=[CH:13][CH:12]=3)[N:3]=2)[CH:25]=[CH:24][CH:23]=1.